This data is from Forward reaction prediction with 1.9M reactions from USPTO patents (1976-2016). The task is: Predict the product of the given reaction. (1) Given the reactants F[C:2](F)(F)[C:3](O)=O.[CH2:8]([O:12][C:13]1[NH:14][C:15]([NH2:24])=[C:16]2[C:20]([N:21]=1)=[N:19][C:18]([O:22][CH3:23])=[N:17]2)[CH2:9][CH2:10][CH3:11].C(=O)([O-])[O-].[K+].[K+].BrCCCBr.N1CCC1.[CH2:40]([N:42]([CH2:45][CH3:46])[CH2:43]C)C, predict the reaction product. The product is: [N:42]1([CH2:40][CH2:2][CH2:3][N:19]2[C:18]([O:22][CH3:23])=[N:17][C:16]3[C:20]2=[N:21][C:13]([O:12][CH2:8][CH2:9][CH2:10][CH3:11])=[N:14][C:15]=3[NH2:24])[CH2:43][CH2:46][CH2:45]1. (2) Given the reactants [Li+].C[Si]([N-][Si](C)(C)C)(C)C.[CH3:11][N:12]1[CH2:17][CH2:16][N:15]([C:18]2[CH:32]=[CH:31][C:21]3[NH:22][C:23]([CH2:25][C:26]([O:28]CC)=O)=[N:24][C:20]=3[CH:19]=2)[CH2:14][CH2:13]1.[NH2:33][C:34]1[C:35]([C:40]#[N:41])=[N:36][CH:37]=[CH:38][CH:39]=1, predict the reaction product. The product is: [NH2:41][C:40]1[C:35]2[C:34](=[CH:39][CH:38]=[CH:37][N:36]=2)[NH:33][C:26](=[O:28])[C:25]=1[C:23]1[NH:22][C:21]2[CH:31]=[CH:32][C:18]([N:15]3[CH2:14][CH2:13][N:12]([CH3:11])[CH2:17][CH2:16]3)=[CH:19][C:20]=2[N:24]=1. (3) Given the reactants [CH2:1]([C:5]1[CH:6]=[C:7]2[C:12](=[C:13]([O:15][CH:16]3[CH2:21][CH2:20][NH:19][CH2:18][CH2:17]3)[CH:14]=1)[N:11]=[CH:10][CH:9]=[CH:8]2)[CH2:2][CH2:3][CH3:4].[I-].[Na+].[C:24](=O)([OH:26])[O-:25].[Na+].[CH3:29][C:30]([S:33]([CH2:36][CH2:37][CH2:38][CH2:39]Br)(=[O:35])=[O:34])([CH3:32])[CH3:31], predict the reaction product. The product is: [CH:24]([OH:26])=[O:25].[CH2:1]([C:5]1[CH:6]=[C:7]2[C:12](=[C:13]([O:15][CH:16]3[CH2:17][CH2:18][N:19]([CH2:39][CH2:38][CH2:37][CH2:36][S:33]([C:30]([CH3:29])([CH3:32])[CH3:31])(=[O:34])=[O:35])[CH2:20][CH2:21]3)[CH:14]=1)[N:11]=[CH:10][CH:9]=[CH:8]2)[CH2:2][CH2:3][CH3:4].